Dataset: Forward reaction prediction with 1.9M reactions from USPTO patents (1976-2016). Task: Predict the product of the given reaction. (1) Given the reactants Cl.CC([CH:6]1[CH2:11][N:10]([C:12]2[C:21]([F:22])=[CH:20][CH:19]=[C:18]3[C:13]=2[CH:14]=[CH:15][C:16]([CH3:23])=[N:17]3)[CH2:9][CH2:8][N:7]1C([O-])=O)(C)C, predict the reaction product. The product is: [F:22][C:21]1[C:12]([N:10]2[CH2:9][CH2:8][NH:7][CH2:6][CH2:11]2)=[C:13]2[C:18](=[CH:19][CH:20]=1)[N:17]=[C:16]([CH3:23])[CH:15]=[CH:14]2. (2) Given the reactants [NH2:1][C:2]1[CH:3]=[C:4]([C:9]2[C:17]([C:18]3[CH:23]=[CH:22][N:21]=[C:20]([NH:24][C:25]4[CH:26]=[C:27]5[C:31](=[CH:32][CH:33]=4)[CH2:30][CH:29]([N:34]([CH3:36])[CH3:35])[CH2:28]5)[N:19]=3)=[C:12]3[CH:13]=[CH:14][CH:15]=[CH:16][N:11]3[N:10]=2)[CH:5]=[CH:6][C:7]=1[F:8].[F:37][C:38]1[CH:46]=[CH:45][CH:44]=[C:43]([F:47])[C:39]=1[C:40](Cl)=[O:41], predict the reaction product. The product is: [CH3:35][N:34]([CH3:36])[CH:29]1[CH2:28][C:27]2[C:31](=[CH:32][CH:33]=[C:25]([NH:24][C:20]3[N:19]=[C:18]([C:17]4[C:9]([C:4]5[CH:5]=[CH:6][C:7]([F:8])=[C:2]([NH:1][C:40](=[O:41])[C:39]6[C:38]([F:37])=[CH:46][CH:45]=[CH:44][C:43]=6[F:47])[CH:3]=5)=[N:10][N:11]5[CH:16]=[CH:15][CH:14]=[CH:13][C:12]=45)[CH:23]=[CH:22][N:21]=3)[CH:26]=2)[CH2:30]1. (3) Given the reactants O[Li:2].O.[NH2:4][C:5]1[N:14]=[CH:13][C:12]([Cl:15])=[CH:11][C:6]=1[C:7]([O:9]C)=[O:8], predict the reaction product. The product is: [NH2:4][C:5]1[N:14]=[CH:13][C:12]([Cl:15])=[CH:11][C:6]=1[C:7]([O-:9])=[O:8].[Li+:2]. (4) Given the reactants [CH:1]1[C:13]2[CH:12]([CH2:14][O:15][C:16]([N:18]3[CH2:23][C@H:22]([NH:24]C(OC(C)(C)C)=O)[CH2:21][C@H:20]([C:32](O)=[O:33])[CH2:19]3)=[O:17])[C:11]3[C:6](=[CH:7][CH:8]=[CH:9][CH:10]=3)[C:5]=2[CH:4]=[CH:3][CH:2]=1.CN(C(ON1N=NC2C=CC(=CC1=2)[Cl:49])=[N+](C)C)C.F[P-](F)(F)(F)(F)F.CCN(C(C)C)C(C)C.[Cl:69][C:70]1[CH:80]=[CH:79][C:73]([CH2:74][NH:75][CH:76]2[CH2:78][CH2:77]2)=[CH:72][C:71]=1[O:81][CH2:82][CH2:83][CH2:84][O:85][CH3:86].Cl, predict the reaction product. The product is: [ClH:49].[CH:1]1[C:13]2[CH:12]([CH2:14][O:15][C:16]([N:18]3[CH2:19][C@@H:20]([C:32](=[O:33])[N:75]([CH2:74][C:73]4[CH:79]=[CH:80][C:70]([Cl:69])=[C:71]([O:81][CH2:82][CH2:83][CH2:84][O:85][CH3:86])[CH:72]=4)[CH:76]4[CH2:78][CH2:77]4)[CH2:21][C@@H:22]([NH2:24])[CH2:23]3)=[O:17])[C:11]3[C:6](=[CH:7][CH:8]=[CH:9][CH:10]=3)[C:5]=2[CH:4]=[CH:3][CH:2]=1. (5) Given the reactants [NH2:1][CH2:2][C:3]([OH:5])=O.[OH-:6].[Na+].ClC[C:10]1[CH:18]=[CH:17][CH:16]=[CH:15][C:11]=1[C:12](Cl)=[O:13].[ClH:19].[C:20](#N)C, predict the reaction product. The product is: [Cl:19][CH2:20][N:1]([C:12](=[O:13])[C:11]1[CH:15]=[CH:16][CH:17]=[CH:18][CH:10]=1)[CH2:2][C:3]([OH:5])=[O:6]. (6) The product is: [N:1]1([C:6]([C:8]2[CH:14]=[CH:13][C:11]([NH:12][C:16]3[NH:21][C:20]4=[N:22][CH:23]=[CH:24][C:19]4=[C:18]([NH:35][CH2:36][C:37]([F:39])([F:38])[F:40])[N:17]=3)=[CH:10][CH:9]=2)=[O:7])[CH2:2][CH2:3][CH2:4][CH2:5]1. Given the reactants [N:1]1([C:6]([C:8]2[CH:14]=[CH:13][C:11]([NH2:12])=[CH:10][CH:9]=2)=[O:7])[CH2:5][CH2:4][CH2:3][CH2:2]1.Cl[C:16]1[N:17]=[C:18]([NH:35][CH2:36][C:37]([F:40])([F:39])[F:38])[C:19]2[CH:24]=[CH:23][N:22](S(C3C=CC(C)=CC=3)(=O)=O)[C:20]=2[N:21]=1.C(=O)([O-])[O-].[K+].[K+].C1(P(C2CCCCC2)C2C=CC=CC=2C2C(C(C)C)=CC(C(C)C)=CC=2C(C)C)CCCCC1, predict the reaction product. (7) Given the reactants O1[C:5]2([CH2:10][CH2:9][N:8]([C:11]3[CH:12]=[CH:13][C:14]4[O:19][CH2:18][C:17](=[O:20])[NH:16][C:15]=4[CH:21]=3)[CH2:7][CH2:6]2)[O:4]CC1, predict the reaction product. The product is: [O:4]=[C:5]1[CH2:6][CH2:7][N:8]([C:11]2[CH:12]=[CH:13][C:14]3[O:19][CH2:18][C:17](=[O:20])[NH:16][C:15]=3[CH:21]=2)[CH2:9][CH2:10]1. (8) Given the reactants C(C1C(C)CN(C(NC[CH2:13][C:14]2[CH:19]=[CH:18][CH:17]=[CH:16][CH:15]=2)=O)C1=C=O)C.[CH2:22]([CH:24]1[CH:28]([CH3:29])[CH2:27][N:26]([C:30]([NH:32][CH2:33][CH2:34][C:35]2[CH:40]=[CH:39][C:38]([S:41]([NH2:44])(=[O:43])=[O:42])=[CH:37][CH:36]=2)=[O:31])[C:25]1=C=O)[CH3:23].ClS(O)(=O)=[O:49].N.[N-:53]=[C:54]=[O:55], predict the reaction product. The product is: [CH3:23][CH2:22][C:24]1[C:25](=[O:49])[N:26]([C:30]([NH:32][CH2:33][CH2:34][C:35]2[CH:36]=[CH:37][C:38]([S:41]([NH:44][C:54]([NH:53][C@@H:17]3[CH2:16][CH2:15][C@@H:14]([CH3:13])[CH2:19][CH2:18]3)=[O:55])(=[O:42])=[O:43])=[CH:39][CH:40]=2)=[O:31])[CH2:27][C:28]=1[CH3:29]. (9) Given the reactants Br[C:2]1[CH:3]=[C:4]2[C:9](=[CH:10][CH:11]=1)[N:8]=[C:7]([CH3:12])[CH:6]=[CH:5]2.[C:13]([O:22][CH2:23][CH3:24])(=[O:21])/[CH:14]=[CH:15]\[C:16]([O:18][CH2:19][CH3:20])=[O:17].C1(C)C=CC=CC=1P(C1C=CC=CC=1C)C1C=CC=CC=1C.C(=O)([O-])[O-].[K+].[K+], predict the reaction product. The product is: [CH2:19]([O:18][C:16](=[O:17])[C:15]([C:2]1[CH:3]=[C:4]2[C:9](=[CH:10][CH:11]=1)[N:8]=[C:7]([CH3:12])[CH:6]=[CH:5]2)=[CH:14][C:13]([O:22][CH2:23][CH3:24])=[O:21])[CH3:20].